Dataset: Catalyst prediction with 721,799 reactions and 888 catalyst types from USPTO. Task: Predict which catalyst facilitates the given reaction. (1) Reactant: [O:1]1[CH2:5][CH2:4][O:3][CH:2]1[C:6]1[CH:7]=[C:8]2[CH:14]=[CH:13][NH:12][C:9]2=[CH:10][N:11]=1.[H-].[Na+].[CH3:17]I. Product: [O:3]1[CH2:4][CH2:5][O:1][CH:2]1[C:6]1[CH:7]=[C:8]2[CH:14]=[CH:13][N:12]([CH3:17])[C:9]2=[CH:10][N:11]=1. The catalyst class is: 1. (2) Reactant: C(NC(C)C)(C)C.[Li]CCCC.[F:13][C:14]1[N:19]=[CH:18][C:17]([C:20]2[S:21][CH:22]=[CH:23][N:24]=2)=[CH:16][CH:15]=1.[N:25]1[CH:30]=[CH:29][C:28]([C:31](=[O:33])[CH3:32])=[CH:27][CH:26]=1. Product: [F:13][C:14]1[N:19]=[CH:18][C:17]([C:20]2[S:21][C:22]([C:31]([C:28]3[CH:29]=[CH:30][N:25]=[CH:26][CH:27]=3)([OH:33])[CH3:32])=[CH:23][N:24]=2)=[CH:16][CH:15]=1. The catalyst class is: 1. (3) Reactant: [Br:1][C:2]1[CH:3]=[CH:4][C:5]([CH:10]=O)=[C:6]([CH:9]=1)[C:7]#[N:8].[NH:12]1[CH2:17][CH2:16][O:15][CH2:14][CH2:13]1.C(O)(=O)C.C(O[BH-](OC(=O)C)OC(=O)C)(=O)C.[Na+]. Product: [Br:1][C:2]1[CH:3]=[CH:4][C:5]([CH2:10][N:12]2[CH2:17][CH2:16][O:15][CH2:14][CH2:13]2)=[C:6]([CH:9]=1)[C:7]#[N:8]. The catalyst class is: 576. (4) Reactant: Br[C:2]1[C:3](=[O:19])[NH:4][N:5]=[CH:6][C:7]=1[NH:8][C@@H:9]1[CH2:14][C@@H:13]2[CH2:15][C@@H:11]([C:12]2([CH3:17])[CH3:16])[C@H:10]1[CH3:18].[H][H]. Product: [CH3:18][C@H:10]1[C@H:9]([NH:8][C:7]2[CH:6]=[N:5][NH:4][C:3](=[O:19])[CH:2]=2)[CH2:14][C@@H:13]2[CH2:15][C@H:11]1[C:12]2([CH3:16])[CH3:17]. The catalyst class is: 129. (5) Reactant: C1(C)C=CC=CC=1.[NH2:8][C:9]1[CH:10]=[C:11]2[C:16](=[CH:17][CH:18]=1)[O:15][CH:14]([CH2:19][C:20]([O:22][CH2:23][CH3:24])=[O:21])[CH2:13][CH2:12]2.[C:25](Cl)(=[O:27])[CH3:26]. Product: [C:25]([NH:8][C:9]1[CH:10]=[C:11]2[C:16](=[CH:17][CH:18]=1)[O:15][CH:14]([CH2:19][C:20]([O:22][CH2:23][CH3:24])=[O:21])[CH2:13][CH2:12]2)(=[O:27])[CH3:26]. The catalyst class is: 17.